This data is from Forward reaction prediction with 1.9M reactions from USPTO patents (1976-2016). The task is: Predict the product of the given reaction. (1) Given the reactants [CH:1]1([CH2:4][O:5][C:6]2[C:11]([O:12][CH3:13])=[CH:10][CH:9]=[CH:8][C:7]=2/[CH:14]=[CH:15]/[C:16]2[O:17][C:18]3[C:23]([C:24](=[O:27])[C:25]=2[I:26])=[CH:22][CH:21]=[CH:20][CH:19]=3)[CH2:3][CH2:2]1.[F:28]C1C=CC(C(=O)C)=C(O)C=1.C1(COC2C(OC)=CC=CC=2C=O)CC1, predict the reaction product. The product is: [CH:1]1([CH2:4][O:5][C:6]2[C:11]([O:12][CH3:13])=[CH:10][CH:9]=[CH:8][C:7]=2/[CH:14]=[CH:15]/[C:16]2[O:17][C:18]3[C:23]([C:24](=[O:27])[C:25]=2[I:26])=[CH:22][CH:21]=[C:20]([F:28])[CH:19]=3)[CH2:3][CH2:2]1. (2) Given the reactants [CH3:1][O:2][C:3]1[CH:11]=[CH:10][C:6]([C:7]([OH:9])=O)=[CH:5][C:4]=1[CH3:12].[CH3:13][CH:14]([CH2:16][CH:17]([NH2:21])[CH2:18][CH2:19][CH3:20])[CH3:15], predict the reaction product. The product is: [CH3:1][O:2][C:3]1[CH:11]=[CH:10][C:6]([C:7]([NH:21][CH:17]([CH2:18][CH2:19][CH3:20])[CH2:16][CH:14]([CH3:15])[CH3:13])=[O:9])=[CH:5][C:4]=1[CH3:12]. (3) The product is: [Cl:34][C:31]1[CH:30]=[CH:29][C:28]([N:9]2[C:10](=[O:27])[C:11]3[C:16]([S:17]([CH3:20])(=[O:18])=[O:19])=[N:15][N:14]([C:21]4[CH:26]=[CH:25][CH:24]=[CH:23][CH:22]=4)[C:12]=3[N:13]=[C:8]2[C:5]2[CH:4]=[CH:3][C:2]([B:44]3[O:45][C:46]([CH3:51])([CH3:52])[C:47]([CH3:49])([CH3:50])[O:48]3)=[CH:7][CH:6]=2)=[CH:33][CH:32]=1. Given the reactants Br[C:2]1[CH:7]=[CH:6][C:5]([C:8]2[N:9]([C:28]3[CH:33]=[CH:32][C:31]([Cl:34])=[CH:30][CH:29]=3)[C:10](=[O:27])[C:11]3[C:16]([S:17]([CH3:20])(=[O:19])=[O:18])=[N:15][N:14]([C:21]4[CH:26]=[CH:25][CH:24]=[CH:23][CH:22]=4)[C:12]=3[N:13]=2)=[CH:4][CH:3]=1.[B:44]1([B:44]2[O:48][C:47]([CH3:50])([CH3:49])[C:46]([CH3:52])([CH3:51])[O:45]2)[O:48][C:47]([CH3:50])([CH3:49])[C:46]([CH3:52])([CH3:51])[O:45]1.CC([O-])=O.[K+], predict the reaction product. (4) Given the reactants [N:1]1([C:6]([O:8][CH2:9][C@H:10]2[CH2:14][C@@H:13]([NH:15][S:16]([C:19]3[CH:24]=[C:23]([Br:25])[CH:22]=[CH:21][C:20]=3[Br:26])(=[O:18])=[O:17])[CH2:12][N:11]2[C:27]([O:29][C:30]([CH3:33])([CH3:32])[CH3:31])=[O:28])=[O:7])[CH:5]=[CH:4]N=[CH:2]1, predict the reaction product. The product is: [Br:26][C:20]1[CH:21]=[CH:22][C:23]([Br:25])=[CH:24][C:19]=1[S:16]([NH:15][C@H:13]1[CH2:12][N:11]([C:27]([O:29][C:30]([CH3:32])([CH3:33])[CH3:31])=[O:28])[C@@H:10]([CH2:9][O:8][C:6]([N:1]([CH3:2])[CH2:5][C:4]2[CH:9]=[CH:10][CH:14]=[CH:13][CH:12]=2)=[O:7])[CH2:14]1)(=[O:18])=[O:17]. (5) Given the reactants [F:1][C:2]1[CH:7]=[CH:6][C:5]([C:8]2[O:12][N:11]=[CH:10][C:9]=2[C:13]([OH:15])=O)=[CH:4][CH:3]=1.[NH:16]1[CH2:20][CH2:19][CH2:18][CH2:17]1, predict the reaction product. The product is: [F:1][C:2]1[CH:3]=[CH:4][C:5]([C:8]2[O:12][N:11]=[CH:10][C:9]=2[C:13]([N:16]2[CH2:20][CH2:19][CH2:18][CH2:17]2)=[O:15])=[CH:6][CH:7]=1. (6) Given the reactants [CH:1]([C:4]1[CH:5]=[CH:6][C:7]([C:12]2[CH:21]=[CH:20][C:19]3[C:14](=[CH:15][CH:16]=[C:17]([CH:22]([CH3:24])[CH3:23])[CH:18]=3)[CH:13]=2)=[C:8]([CH:11]=1)C=O)([CH3:3])[CH3:2].[Cl-].[CH3:26][O:27][CH2:28][P+](C1C=CC=CC=1)(C1C=CC=CC=1)C1C=CC=CC=1.[C:48](O[K])(C)(C)C, predict the reaction product. The product is: [CH:22]([C:17]1[CH:16]=[CH:15][C:14]2[C:19](=[CH:20][CH:21]=[C:12]([C:7]3[CH:6]=[CH:5][C:4]([CH:1]([CH3:3])[CH3:2])=[CH:11][C:8]=3[CH:48]=[CH:28][O:27][CH3:26])[CH:13]=2)[CH:18]=1)([CH3:23])[CH3:24]. (7) Given the reactants [Cl:1][C:2]1[N:7]=[C:6](/[CH:8]=[C:9](/[C:11]2[CH:12]=[C:13]([NH:17][S:18]([C:21]3[CH:26]=[C:25]([F:27])[CH:24]=[CH:23][C:22]=3[F:28])(=[O:20])=[O:19])[CH:14]=[CH:15][CH:16]=2)\O)[CH:5]=[CH:4][N:3]=1.C1C(=O)N(Br)C(=O)C1.[N:37]1([C:43](=[S:45])[NH2:44])[CH2:42][CH2:41][O:40][CH2:39][CH2:38]1, predict the reaction product. The product is: [Cl:1][C:2]1[N:7]=[C:6]([C:8]2[S:45][C:43]([N:37]3[CH2:42][CH2:41][O:40][CH2:39][CH2:38]3)=[N:44][C:9]=2[C:11]2[CH:12]=[C:13]([NH:17][S:18]([C:21]3[CH:26]=[C:25]([F:27])[CH:24]=[CH:23][C:22]=3[F:28])(=[O:20])=[O:19])[CH:14]=[CH:15][CH:16]=2)[CH:5]=[CH:4][N:3]=1. (8) Given the reactants Cl[C:2]1[N:3]=[C:4]([C:11]([OH:13])=[O:12])[CH:5]=[C:6]2[CH:10]=[CH:9][O:8][C:7]=12, predict the reaction product. The product is: [O:8]1[C:7]2=[CH:2][N:3]=[C:4]([C:11]([OH:13])=[O:12])[CH:5]=[C:6]2[CH2:10][CH2:9]1. (9) Given the reactants CCN(C(C)C)C(C)C.C1C=CC2N(O)N=NC=2C=1.CCN=C=NCCCN(C)C.[CH:31]1[C:43]2[NH:42][C:41]3[C:36](=[CH:37][CH:38]=[CH:39][CH:40]=3)[C:35]=2[CH:34]=[C:33]([C:44]([OH:46])=O)[CH:32]=1.Cl.[NH2:48][CH2:49][C:50]([N:52]1[CH2:57][CH2:56][N:55]([C:58](=[O:70])[C:59]2[CH:64]=[C:63]([F:65])[CH:62]=[CH:61][C:60]=2[C:66]([F:69])([F:68])[F:67])[CH2:54][CH2:53]1)=[O:51].FC1C=CC(C(F)(F)F)=C(C=1)C(O)=O, predict the reaction product. The product is: [F:65][C:63]1[CH:62]=[CH:61][C:60]([C:66]([F:68])([F:67])[F:69])=[C:59]([CH:64]=1)[C:58]([N:55]1[CH2:56][CH2:57][N:52]([C:50](=[O:51])[CH2:49][NH:48][C:44]([C:33]2[CH:32]=[CH:31][C:43]3[NH:42][C:41]4[C:36]([C:35]=3[CH:34]=2)=[CH:37][CH:38]=[CH:39][CH:40]=4)=[O:46])[CH2:53][CH2:54]1)=[O:70]. (10) Given the reactants [F:1][C:2]1[CH:3]=[CH:4][C:5](O)=[C:6]([C:8]2([CH2:23][OH:24])[C:16]3[C:11](=[CH:12][CH:13]=[CH:14][CH:15]=3)[N:10]([CH2:17][CH2:18][CH2:19][CH2:20][CH3:21])[C:9]2=[O:22])[CH:7]=1.C1(CCN2C3C(=CC=CC=3)C(C3C(O)=CC4OCOC=4C=3)(CO)C2=O)CC1, predict the reaction product. The product is: [F:1][C:2]1[CH:3]=[CH:4][C:5]2[O:24][CH2:23][C:8]3([C:16]4[C:11](=[CH:12][CH:13]=[CH:14][CH:15]=4)[N:10]([CH2:17][CH2:18][CH2:19][CH2:20][CH3:21])[C:9]3=[O:22])[C:6]=2[CH:7]=1.